This data is from Full USPTO retrosynthesis dataset with 1.9M reactions from patents (1976-2016). The task is: Predict the reactants needed to synthesize the given product. (1) Given the product [S:22]1[C:26]2[CH:27]=[CH:28][CH:29]=[CH:30][C:25]=2[CH:24]=[C:23]1[C@:31]([NH:40][C@H:41]([C:46]([NH:48][C@@H:49]([C:71]([NH2:73])=[O:72])[CH2:50][S:51][C:52]([C:65]1[CH:70]=[CH:69][CH:68]=[CH:67][CH:66]=1)([C:59]1[CH:64]=[CH:63][CH:62]=[CH:61][CH:60]=1)[C:53]1[CH:58]=[CH:57][CH:56]=[CH:55][CH:54]=1)=[O:47])[CH2:42][CH:43]([CH3:45])[CH3:44])([C:36]([F:39])([F:38])[F:37])[C:32]#[C:33][CH2:34][Br:20], predict the reactants needed to synthesize it. The reactants are: C1(P(C2C=CC=CC=2)C2C=CC=CC=2)C=CC=CC=1.[Br:20]Br.[S:22]1[C:26]2[CH:27]=[CH:28][CH:29]=[CH:30][C:25]=2[CH:24]=[C:23]1[C@:31]([NH:40][C@H:41]([C:46]([NH:48][C@@H:49]([C:71]([NH2:73])=[O:72])[CH2:50][S:51][C:52]([C:65]1[CH:70]=[CH:69][CH:68]=[CH:67][CH:66]=1)([C:59]1[CH:64]=[CH:63][CH:62]=[CH:61][CH:60]=1)[C:53]1[CH:58]=[CH:57][CH:56]=[CH:55][CH:54]=1)=[O:47])[CH2:42][CH:43]([CH3:45])[CH3:44])([C:36]([F:39])([F:38])[F:37])[C:32]#[C:33][CH2:34]O.C([O-])(O)=O.[Na+]. (2) Given the product [ClH:12].[CH3:1][S:2]([NH:5][CH2:6][CH2:7][NH2:8])(=[O:4])=[O:3], predict the reactants needed to synthesize it. The reactants are: [CH3:1][S:2]([NH:5][CH2:6][CH2:7][NH:8]C(=O)C)(=[O:4])=[O:3].[ClH:12]. (3) The reactants are: [C:1]1([C:23]2[CH:28]=[CH:27][CH:26]=[CH:25][CH:24]=2)[CH:6]=[CH:5][C:4]([NH:7][C:8]2[CH:20]=[CH:19][C:18]3[C:17]4[C:12](=[CH:13][CH:14]=[CH:15][CH:16]=4)[C:11]([CH3:22])([CH3:21])[C:10]=3[CH:9]=2)=[CH:3][CH:2]=1.[Br:29][C:30]1[CH:35]=[CH:34][C:33]([C:36]2[CH:41]=[CH:40][C:39](Br)=[CH:38][CH:37]=2)=[CH:32][CH:31]=1.CC(C)([O-])C.[Na+]. Given the product [C:1]1([C:23]2[CH:24]=[CH:25][CH:26]=[CH:27][CH:28]=2)[CH:6]=[CH:5][C:4]([N:7]([C:39]2[CH:38]=[CH:37][C:36]([C:33]3[CH:32]=[CH:31][C:30]([Br:29])=[CH:35][CH:34]=3)=[CH:41][CH:40]=2)[C:8]2[CH:20]=[CH:19][C:18]3[C:17]4[C:12](=[CH:13][CH:14]=[CH:15][CH:16]=4)[C:11]([CH3:22])([CH3:21])[C:10]=3[CH:9]=2)=[CH:3][CH:2]=1, predict the reactants needed to synthesize it. (4) Given the product [C:13]([C:14]1[N:15]=[C:16]([CH2:27][CH3:28])[N:17]([CH2:18][CH2:19][CH2:20][CH2:21][NH:22][S:23]([CH3:26])(=[O:24])=[O:25])[C:10]=1[I:11])#[N:12], predict the reactants needed to synthesize it. The reactants are: C(ON=O)CC(C)C.I[CH2:10][I:11].[NH2:12][C:13]1[N:17]([CH2:18][CH2:19][CH2:20][CH2:21][NH:22][S:23]([CH3:26])(=[O:25])=[O:24])[C:16]([CH2:27][CH3:28])=[N:15][C:14]=1C#N. (5) The reactants are: [F:1][C:2]([F:16])([F:15])[C:3]1[CH:4]=[C:5]([C@@H:9]2[NH:13][C:12](=[O:14])[CH2:11][CH2:10]2)[CH:6]=[CH:7][CH:8]=1.I[C:18]1[CH:31]=[CH:30][C:21]([O:22][C:23]2[CH:28]=[CH:27][C:26]([Cl:29])=[CH:25][CH:24]=2)=[CH:20][CH:19]=1.[O-]P([O-])([O-])=O.[K+].[K+].[K+]. Given the product [Cl:29][C:26]1[CH:27]=[CH:28][C:23]([O:22][C:21]2[CH:30]=[CH:31][C:18]([N:13]3[C@@H:9]([C:5]4[CH:6]=[CH:7][CH:8]=[C:3]([C:2]([F:1])([F:15])[F:16])[CH:4]=4)[CH2:10][CH2:11][C:12]3=[O:14])=[CH:19][CH:20]=2)=[CH:24][CH:25]=1, predict the reactants needed to synthesize it. (6) Given the product [CH2:1]([O:3][C:4](=[O:16])[C:5]([Cl:17])=[N:6][NH:7][C:8]1[CH:13]=[CH:12][C:11]([O:14][CH3:15])=[CH:10][CH:9]=1)[CH3:2], predict the reactants needed to synthesize it. The reactants are: [CH2:1]([O:3][C:4](=[O:16])[CH:5]=[N:6][NH:7][C:8]1[CH:13]=[CH:12][C:11]([O:14][CH3:15])=[CH:10][CH:9]=1)[CH3:2].[Cl:17]N1C(=O)CCC1=O.